Dataset: Reaction yield outcomes from USPTO patents with 853,638 reactions. Task: Predict the reaction yield, written as a fraction of the theoretical maximum amount of product (1.0 means a 100% yield; for example, 0.34 means a 34% yield). (1) The reactants are [CH3:1][O:2][C:3]1[CH:4]=[C:5]2[C:10](=[CH:11][C:12]=1[O:13][CH3:14])[CH2:9][N:8]([CH2:15][CH:16]([C:21]([CH2:23][Si](C)(C)C)=[CH2:22])[CH2:17][CH:18]([CH3:20])[CH3:19])[CH2:7][CH2:6]2.ClC1C(=O)C(C#N)=C(C#N)C(=O)C=1Cl.C([O-])(O)=O.[Na+]. The catalyst is C(Cl)Cl. The product is [CH2:17]([CH:16]1[CH2:15][N:8]2[CH2:7][CH2:6][C:5]3[C:10]([CH:9]2[CH2:22][C:21]1=[CH2:23])=[CH:11][C:12]([O:13][CH3:14])=[C:3]([O:2][CH3:1])[CH:4]=3)[CH:18]([CH3:20])[CH3:19]. The yield is 0.550. (2) The reactants are C[Al](C)C.[CH3:5][O:6][C:7]1[CH:8]=[C:9]([CH2:15][CH2:16][C:17]2[CH:18]=[C:19]([NH2:22])[NH:20][N:21]=2)[CH:10]=[C:11]([O:13][CH3:14])[CH:12]=1.[CH3:23][CH:24]1[N:29]([CH3:30])[CH2:28][CH2:27][N:26]([C:31]2[N:36]=[CH:35][C:34]([C:37](OC)=[O:38])=[CH:33][N:32]=2)[CH2:25]1.Cl. The catalyst is C1(C)C=CC=CC=1.CO. The product is [CH3:14][O:13][C:11]1[CH:10]=[C:9]([CH2:15][CH2:16][C:17]2[CH:18]=[C:19]([NH:22][C:37]([C:34]3[CH:33]=[N:32][C:31]([N:26]4[CH2:27][CH2:28][N:29]([CH3:30])[CH:24]([CH3:23])[CH2:25]4)=[N:36][CH:35]=3)=[O:38])[NH:20][N:21]=2)[CH:8]=[C:7]([O:6][CH3:5])[CH:12]=1. The yield is 0.360. (3) The reactants are Br[C:2]1[CH:7]=[CH:6][C:5]([S:8]([CH2:11][CH2:12][N:13]([CH3:15])[CH3:14])(=[O:10])=[O:9])=[CH:4][CH:3]=1.B1(B2OC(C)(C)C(C)(C)O2)OC(C)(C)C(C)(C)O1.[C:34]([O-:37])(=O)[CH3:35].[K+].C(Cl)Cl.[NH2:42][C:43]1[C:44]([C:50]2[O:54][C:53]([C:55]3[CH:60]=CC(CC([O-])=O)=[CH:57][CH:56]=3)=[N:52][N:51]=2)=[N:45][C:46](Br)=[CH:47][N:48]=1.C([O-])([O-])=O.[Na+].[Na+]. The catalyst is O1CCOCC1.CN(C=O)C.Cl[Pd](Cl)([P](C1C=CC=CC=1)(C1C=CC=CC=1)C1C=CC=CC=1)[P](C1C=CC=CC=1)(C1C=CC=CC=1)C1C=CC=CC=1. The product is [NH2:42][C:43]1[C:44]([C:50]2[O:54][C:53]([C:55]3[CH:60]=[CH:35][C:34]([OH:37])=[CH:57][CH:56]=3)=[N:52][N:51]=2)=[N:45][C:46]([C:2]2[CH:7]=[CH:6][C:5]([S:8]([CH2:11][CH2:12][N:13]([CH3:15])[CH3:14])(=[O:10])=[O:9])=[CH:4][CH:3]=2)=[CH:47][N:48]=1. The yield is 0.150. (4) The reactants are [Cl:1][C:2]1[CH:7]=[CH:6][C:5]([CH2:8][C:9]#[N:10])=[CH:4][C:3]=1[OH:11].C([O-])([O-])=O.[K+].[K+].[CH:18]1[CH:23]=[CH:22][C:21]([CH2:24]Br)=[CH:20][CH:19]=1. The catalyst is CC#N. The product is [CH2:24]([O:11][C:3]1[CH:4]=[C:5]([CH2:8][C:9]#[N:10])[CH:6]=[CH:7][C:2]=1[Cl:1])[C:21]1[CH:22]=[CH:23][CH:18]=[CH:19][CH:20]=1. The yield is 0.600. (5) The reactants are Br[CH2:2][C:3]([C:5]12[CH2:14][CH:9]3[CH2:10][CH:11]([CH2:13][CH:7]([CH2:8]3)[CH2:6]1)[CH2:12]2)=[O:4].[Cl:15][C:16]1[CH:21]=[CH:20][C:19]([SH:22])=[CH:18][CH:17]=1. The catalyst is C(#N)C.C(N(CC)CC)C. The product is [C:5]12([C:3](=[O:4])[CH2:2][S:22][C:19]3[CH:20]=[CH:21][C:16]([Cl:15])=[CH:17][CH:18]=3)[CH2:14][CH:9]3[CH2:10][CH:11]([CH2:13][CH:7]([CH2:8]3)[CH2:6]1)[CH2:12]2. The yield is 0.610. (6) The reactants are C([N:14]1[CH2:22][C:21]2[C:16](=[CH:17][C:18]([CH:24]3[CH2:29][CH2:28][O:27][CH2:26][CH2:25]3)=[C:19]([F:23])[CH:20]=2)[CH2:15]1)(C1C=CC=CC=1)C1C=CC=CC=1. The catalyst is CO.[Pd]. The product is [F:23][C:19]1[CH:20]=[C:21]2[C:16](=[CH:17][C:18]=1[CH:24]1[CH2:25][CH2:26][O:27][CH2:28][CH2:29]1)[CH2:15][NH:14][CH2:22]2. The yield is 1.00.